Dataset: Peptide-MHC class II binding affinity with 134,281 pairs from IEDB. Task: Regression. Given a peptide amino acid sequence and an MHC pseudo amino acid sequence, predict their binding affinity value. This is MHC class II binding data. (1) The peptide sequence is IQSIPFVHLGHRDNI. The MHC is HLA-DQA10501-DQB10201 with pseudo-sequence HLA-DQA10501-DQB10201. The binding affinity (normalized) is 0.119. (2) The peptide sequence is SPSLDEIEFAKQLASV. The binding affinity (normalized) is 0.395. The MHC is DRB1_0101 with pseudo-sequence DRB1_0101. (3) The peptide sequence is LPWTSGATTETPTWN. The MHC is DRB1_0701 with pseudo-sequence DRB1_0701. The binding affinity (normalized) is 0.130. (4) The peptide sequence is EIVQFLEETFAAYDQ. The MHC is DRB1_0101 with pseudo-sequence DRB1_0101. The binding affinity (normalized) is 0.434. (5) The peptide sequence is IFSKNLNIKLNMPLY. The MHC is HLA-DPA10201-DPB10101 with pseudo-sequence HLA-DPA10201-DPB10101. The binding affinity (normalized) is 0.270.